Predict the reactants needed to synthesize the given product. From a dataset of Full USPTO retrosynthesis dataset with 1.9M reactions from patents (1976-2016). (1) Given the product [Cl:22][C:23]1[CH:28]=[CH:27][CH:26]=[C:25]([F:29])[C:24]=1[CH2:30][CH2:31][C@H:32]1[C:41]2[C:36](=[CH:37][C:38]([O:44][CH3:45])=[C:39]([O:42][CH3:43])[CH:40]=2)[CH2:35][CH2:34][N:33]1[C@H:4]([C:5]1[CH:6]=[CH:7][CH:8]=[CH:9][CH:10]=1)[C:1]([NH2:2])=[O:3], predict the reactants needed to synthesize it. The reactants are: [C:1]([CH:4](OS(C1C=CC(C)=CC=1)(=O)=O)[C:5]1[CH:10]=[CH:9][CH:8]=[CH:7][CH:6]=1)(=[O:3])[NH2:2].[Cl:22][C:23]1[CH:28]=[CH:27][CH:26]=[C:25]([F:29])[C:24]=1[CH2:30][CH2:31][C@H:32]1[C:41]2[C:36](=[CH:37][C:38]([O:44][CH3:45])=[C:39]([O:42][CH3:43])[CH:40]=2)[CH2:35][CH2:34][NH:33]1. (2) Given the product [CH3:24][N:16]([CH2:15][C:10]1[N:9]=[C:8]([C:4]2[CH:3]=[C:2]([N:25]3[CH2:29][CH2:28][CH2:27][CH2:26]3)[CH:7]=[CH:6][N:5]=2)[CH:13]=[C:12]([OH:14])[CH:11]=1)[CH2:17][C:18]1[CH:23]=[CH:22][CH:21]=[CH:20][N:19]=1, predict the reactants needed to synthesize it. The reactants are: Cl[C:2]1[CH:7]=[CH:6][N:5]=[C:4]([C:8]2[CH:13]=[C:12]([OH:14])[CH:11]=[C:10]([CH2:15][N:16]([CH3:24])[CH2:17][C:18]3[CH:23]=[CH:22][CH:21]=[CH:20][N:19]=3)[N:9]=2)[CH:3]=1.[NH:25]1[CH2:29][CH2:28][CH2:27][CH2:26]1. (3) Given the product [F:13][C:2]1([F:1])[O:6][C:5]2[CH:7]=[CH:8][C:9]([CH2:11][OH:12])=[CH:10][C:4]=2[O:3]1, predict the reactants needed to synthesize it. The reactants are: [F:1][C:2]1([F:13])[O:6][C:5]2[CH:7]=[CH:8][C:9]([CH:11]=[O:12])=[CH:10][C:4]=2[O:3]1.[BH4-].[Na+].O. (4) Given the product [C:18]([NH:17][NH:16][C:4]1[C:3]([Cl:2])=[CH:15][C:7]([C:8]([O:10][C:11]([CH3:13])([CH3:14])[CH3:12])=[O:9])=[CH:6][N:5]=1)(=[O:25])[C:19]1[CH:24]=[CH:23][CH:22]=[CH:21][CH:20]=1, predict the reactants needed to synthesize it. The reactants are: Cl.[Cl:2][C:3]1[C:4]([NH:16][NH2:17])=[N:5][CH:6]=[C:7]([CH:15]=1)[C:8]([O:10][C:11]([CH3:14])([CH3:13])[CH3:12])=[O:9].[C:18](O)(=[O:25])[C:19]1[CH:24]=[CH:23][CH:22]=[CH:21][CH:20]=1.C(Cl)CCl.C1C=NC2N(O)N=NC=2C=1.C(N(CC)CC)C.C(=O)(O)[O-].[Na+]. (5) The reactants are: [F:1][C:2]([F:24])([F:23])[C:3]([NH:5][CH2:6][C:7]1([CH3:22])[CH2:12][O:11][CH:10]([C:13]2[N:17]([CH3:18])[N:16]=[CH:15][C:14]=2[N+:19]([O-])=O)[O:9][CH2:8]1)=[O:4].C([O-])=O.[NH4+].[NH2:29][C:30]1[S:34][C:33]([C:35]2[C:40]([F:41])=[CH:39][CH:38]=[CH:37][C:36]=2[F:42])=[N:32][C:31]=1[C:43](O)=[O:44].CN1CCOCC1.CCCP(=O)=O. Given the product [NH2:29][C:30]1[S:34][C:33]([C:35]2[C:40]([F:41])=[CH:39][CH:38]=[CH:37][C:36]=2[F:42])=[N:32][C:31]=1[C:43]([NH:19][C:14]1[CH:15]=[N:16][N:17]([CH3:18])[C:13]=1[CH:10]1[O:11][CH2:12][C:7]([CH3:22])([CH2:6][NH:5][C:3](=[O:4])[C:2]([F:24])([F:23])[F:1])[CH2:8][O:9]1)=[O:44], predict the reactants needed to synthesize it. (6) Given the product [CH3:30][C:20]1[CH:19]=[C:18]([O:17][CH2:16]/[CH:15]=[C:14](/[C:31]2[CH:40]=[CH:39][C:34]3[O:35][C:36]([CH3:38])=[CH:37][C:33]=3[CH:32]=2)\[C:11]2[CH:12]=[CH:13][C:8]([C:6]#[C:5][CH2:4][N:2]([CH3:3])[CH3:1])=[CH:9][CH:10]=2)[CH:29]=[CH:28][C:21]=1[O:22][CH2:23][C:24]([O:26][CH3:27])=[O:25], predict the reactants needed to synthesize it. The reactants are: [CH3:1][N:2]([CH2:4][C:5]#[CH:6])[CH3:3].I[C:8]1[CH:13]=[CH:12][C:11](/[C:14](/[C:31]2[CH:40]=[CH:39][C:34]3[O:35][C:36]([CH3:38])=[CH:37][C:33]=3[CH:32]=2)=[CH:15]/[CH2:16][O:17][C:18]2[CH:29]=[CH:28][C:21]([O:22][CH2:23][C:24]([O:26][CH3:27])=[O:25])=[C:20]([CH3:30])[CH:19]=2)=[CH:10][CH:9]=1.